From a dataset of Peptide-MHC class II binding affinity with 134,281 pairs from IEDB. Regression. Given a peptide amino acid sequence and an MHC pseudo amino acid sequence, predict their binding affinity value. This is MHC class II binding data. The MHC is HLA-DQA10501-DQB10302 with pseudo-sequence HLA-DQA10501-DQB10302. The binding affinity (normalized) is 0.279. The peptide sequence is KKSGARSNVTFTVNQTS.